This data is from Reaction yield outcomes from USPTO patents with 853,638 reactions. The task is: Predict the reaction yield, written as a fraction of the theoretical maximum amount of product (1.0 means a 100% yield; for example, 0.34 means a 34% yield). The reactants are [F:1][C:2]1[CH:7]=[CH:6][C:5]([OH:8])=[CH:4][CH:3]=1.F[C:10]1[CH:15]=[CH:14][CH:13]=[CH:12][C:11]=1[N+:16]([O-:18])=[O:17].[F:19][C:20]1[CH:33]=[CH:32][C:23]([O:24][C:25]2[CH:31]=[CH:30][CH:29]=[CH:28][C:26]=2[NH2:27])=[CH:22][CH:21]=1.[NH2:34][C:35]1[S:36][CH:37]=[CH:38][N:39]=1. No catalyst specified. The product is [F:1][C:2]1[CH:7]=[CH:6][C:5]([O:8][C:10]2[CH:15]=[CH:14][CH:13]=[CH:12][C:11]=2[N+:16]([O-:18])=[O:17])=[CH:4][CH:3]=1.[F:19][C:20]1[CH:33]=[CH:32][C:23]([O:24][C:25]2[CH:31]=[CH:30][CH:29]=[CH:28][C:26]=2[NH:27][C:5]([NH:34][C:35]2[S:36][CH:37]=[CH:38][N:39]=2)=[O:8])=[CH:22][CH:21]=1. The yield is 0.750.